The task is: Predict the reactants needed to synthesize the given product.. This data is from Full USPTO retrosynthesis dataset with 1.9M reactions from patents (1976-2016). (1) Given the product [CH3:75][C:74]([NH:86][C:56]1[C:57](=[O:69])[N:58]([C:59]2[CH:64]=[CH:63][C:62]([C:65]([F:66])([F:68])[F:67])=[CH:61][CH:60]=2)[C@@H:54]([C:50]2[CH:51]=[CH:52][CH:53]=[C:48]([O:47][C:46]([F:72])([F:45])[F:71])[CH:49]=2)[CH:55]=1)([C:76]1[CH:81]=[CH:80][N:79]=[C:78]([C:82]([F:83])([F:85])[F:84])[N:77]=1)[CH3:73], predict the reactants needed to synthesize it. The reactants are: FC(F)(F)C(O)=O.FC(F)(F)C1C=CC(N2[C@@H](C3C=CC=C(OC(F)(F)F)C=3)C=C(N[C@@H](C3C=CC(Cl)=CC=3)C)C2=O)=CC=1.[F:45][C:46]([F:72])([F:71])[O:47][C:48]1[CH:49]=[C:50]([C@@H:54]2[N:58]([C:59]3[CH:64]=[CH:63][C:62]([C:65]([F:68])([F:67])[F:66])=[CH:61][CH:60]=3)[C:57](=[O:69])[C:56](=O)[CH2:55]2)[CH:51]=[CH:52][CH:53]=1.[CH3:73][C:74]([NH2:86])([C:76]1[CH:81]=[CH:80][N:79]=[C:78]([C:82]([F:85])([F:84])[F:83])[N:77]=1)[CH3:75]. (2) Given the product [C:1]([C@@:3]1([CH3:13])[CH2:7][CH2:6][C@@H:5]([NH:16][C:19](=[O:28])[O:45][CH2:38][C:39]2[CH:44]=[CH:43][CH:42]=[CH:41][CH:40]=2)[C:4]1([CH3:11])[CH3:12])#[N:2], predict the reactants needed to synthesize it. The reactants are: [C:1]([C@@:3]1([CH3:13])[CH2:7][CH2:6][C@@H:5](C(O)=O)[C:4]1([CH3:12])[CH3:11])#[N:2].C([N:16]([CH2:19]C)CC)C.C1(P(N=[N+]=[N-])(C2C=CC=CC=2)=[O:28])C=CC=CC=1.[CH2:38]([OH:45])[C:39]1[CH:44]=[CH:43][CH:42]=[CH:41][CH:40]=1. (3) Given the product [N+:13]([C:16]1[CH:25]=[CH:24][C:19]([C:20]([NH:22][N:23]=[C:5]2[C:4]3[C:8](=[CH:9][CH:10]=[C:2]([Br:1])[CH:3]=3)[NH:7][C:6]2=[O:11])=[O:21])=[CH:18][CH:17]=1)([O-:15])=[O:14], predict the reactants needed to synthesize it. The reactants are: [Br:1][C:2]1[CH:3]=[C:4]2[C:8](=[CH:9][CH:10]=1)[NH:7][C:6](=[O:11])[C:5]2=O.[N+:13]([C:16]1[CH:25]=[CH:24][C:19]([C:20]([NH:22][NH2:23])=[O:21])=[CH:18][CH:17]=1)([O-:15])=[O:14].